From a dataset of Forward reaction prediction with 1.9M reactions from USPTO patents (1976-2016). Predict the product of the given reaction. (1) Given the reactants FC(F)(F)S(O[C:7]1[CH:8]=[C:9]2[C:13](=[CH:14][C:15]=1[CH3:16])[CH:12]([CH2:17][C:18]([O:20][CH3:21])=[O:19])[CH2:11][CH2:10]2)(=O)=O.[CH3:24][N:25]1CCCC1=O, predict the reaction product. The product is: [C:24]([C:7]1[CH:8]=[C:9]2[C:13](=[CH:14][C:15]=1[CH3:16])[CH:12]([CH2:17][C:18]([O:20][CH3:21])=[O:19])[CH2:11][CH2:10]2)#[N:25]. (2) Given the reactants [F:1][C:2]([F:25])([C:21]([F:24])([F:23])[F:22])[C:3]([F:20])([F:19])[C:4]([NH:6][C:7]1[CH:8]=[C:9]([CH2:14][C:15]([O:17][CH3:18])=[O:16])[CH:10]=[CH:11][C:12]=1O)=[O:5].C1(C)C=CC(S(O)(=O)=O)=CC=1, predict the reaction product. The product is: [F:1][C:2]([F:25])([C:21]([F:23])([F:22])[F:24])[C:3]([F:20])([F:19])[C:4]1[O:5][C:12]2[CH:11]=[CH:10][C:9]([CH2:14][C:15]([O:17][CH3:18])=[O:16])=[CH:8][C:7]=2[N:6]=1.